Predict the product of the given reaction. From a dataset of Forward reaction prediction with 1.9M reactions from USPTO patents (1976-2016). (1) Given the reactants [C:1]([C:4]1[O:5][C:6]2[CH:13]=[CH:12][C:11]([O:14][CH3:15])=[C:10]([Cl:16])[C:7]=2[C:8]=1[NH2:9])(=[O:3])[CH3:2].[CH:17]([C:20]1[S:21][CH:22]=[C:23]([CH:25]=O)[N:24]=1)([CH3:19])[CH3:18].[OH-].[Na+].O, predict the reaction product. The product is: [NH2:9][C:8]1[C:7]2[C:10]([Cl:16])=[C:11]([O:14][CH3:15])[CH:12]=[CH:13][C:6]=2[O:5][C:4]=1[C:1](=[O:3])[CH:2]=[CH:25][C:23]1[N:24]=[C:20]([CH:17]([CH3:19])[CH3:18])[S:21][CH:22]=1. (2) Given the reactants S(=O)(=O)(O)O.N[C:7]1[CH:16]=[C:10]2[CH:11]=[CH:12][C:13]([Cl:15])=[CH:14][N:9]2[N:8]=1.C(=O)(O)[O-:18].[Na+], predict the reaction product. The product is: [Cl:15][C:13]1[CH:12]=[CH:11][C:10]2[N:9]([N:8]=[C:7]([OH:18])[CH:16]=2)[CH:14]=1. (3) Given the reactants OC1C2N=NNC=2C=CC=1.C(N=C=NC(C)C)(C)C.[C:20](O)(=O)[C:21]1[CH:26]=[CH:25][CH:24]=[CH:23][CH:22]=1.[C:29]1([C:35]2[C:39]([NH2:40])=[C:38]([C:41]3[CH:46]=[CH:45][CH:44]=[CH:43][CH:42]=3)[NH:37][N:36]=2)[CH:34]=[CH:33][CH:32]=[CH:31][CH:30]=1, predict the reaction product. The product is: [C:29]1([C:35]2[C:39]([NH:40][CH2:20][C:21]3[CH:26]=[CH:25][CH:24]=[CH:23][CH:22]=3)=[C:38]([C:41]3[CH:42]=[CH:43][CH:44]=[CH:45][CH:46]=3)[NH:37][N:36]=2)[CH:34]=[CH:33][CH:32]=[CH:31][CH:30]=1.